From a dataset of Forward reaction prediction with 1.9M reactions from USPTO patents (1976-2016). Predict the product of the given reaction. (1) The product is: [CH2:1]([O:4][C:5]1([CH3:35])[CH2:6][CH2:7][N:8]([C:11]2[N:16]3[N:17]=[C:18]([C:20]4[CH:25]=[CH:24][CH:23]=[C:22]([Br:26])[CH:21]=4)[CH:19]=[C:15]3[N:14]=[C:13]([CH3:27])[C:12]=2[C@H:28]([O:34][C:5]([CH3:35])([CH3:10])[CH3:6])[C:29]([O:31][CH2:32][CH3:33])=[O:30])[CH2:9][CH2:10]1)[CH:2]=[CH2:3]. Given the reactants [CH2:1]([O:4][C:5]1([CH3:35])[CH2:10][CH2:9][N:8]([C:11]2[N:16]3[N:17]=[C:18]([C:20]4[CH:25]=[CH:24][CH:23]=[C:22]([Br:26])[CH:21]=4)[CH:19]=[C:15]3[N:14]=[C:13]([CH3:27])[C:12]=2[C@H:28]([OH:34])[C:29]([O:31][CH2:32][CH3:33])=[O:30])[CH2:7][CH2:6]1)[CH:2]=[CH2:3].Cl(O)(=O)(=O)=O, predict the reaction product. (2) The product is: [Cl:1][C:2]1[CH:26]=[CH:25][C:5]([O:6][C:7](=[O:8])[N:9]([C@H:10]2[CH2:15][CH2:14][C@H:13]([C:16]#[C:17][CH2:18][N:29]([CH2:27][CH3:28])[CH2:30][CH2:31][O:32][CH3:33])[CH2:12][CH2:11]2)[CH3:24])=[CH:4][CH:3]=1. Given the reactants [Cl:1][C:2]1[CH:26]=[CH:25][C:5]([O:6][C:7]([N:9]([CH3:24])[C@H:10]2[CH2:15][CH2:14][C@H:13]([C:16]#[C:17][CH2:18]OS(C)(=O)=O)[CH2:12][CH2:11]2)=[O:8])=[CH:4][CH:3]=1.[CH2:27]([NH:29][CH2:30][CH2:31][O:32][CH3:33])[CH3:28], predict the reaction product. (3) Given the reactants Br[C:2]1[CH:7]=[CH:6][C:5]([C:8]2([OH:21])[CH2:13][CH2:12][N:11]([C:14]([O:16][C:17]([CH3:20])([CH3:19])[CH3:18])=[O:15])[CH2:10][CH2:9]2)=[CH:4][CH:3]=1.[CH3:22][N:23](C=O)C, predict the reaction product. The product is: [C:22]([C:2]1[CH:7]=[CH:6][C:5]([C:8]2([OH:21])[CH2:13][CH2:12][N:11]([C:14]([O:16][C:17]([CH3:20])([CH3:19])[CH3:18])=[O:15])[CH2:10][CH2:9]2)=[CH:4][CH:3]=1)#[N:23].